Dataset: NCI-60 drug combinations with 297,098 pairs across 59 cell lines. Task: Regression. Given two drug SMILES strings and cell line genomic features, predict the synergy score measuring deviation from expected non-interaction effect. (1) Drug 1: CC1=CC=C(C=C1)C2=CC(=NN2C3=CC=C(C=C3)S(=O)(=O)N)C(F)(F)F. Drug 2: C1C(C(OC1N2C=NC3=C(N=C(N=C32)Cl)N)CO)O. Cell line: SF-268. Synergy scores: CSS=7.08, Synergy_ZIP=-3.97, Synergy_Bliss=-6.12, Synergy_Loewe=-8.16, Synergy_HSA=-3.57. (2) Drug 1: C1=NC2=C(N=C(N=C2N1C3C(C(C(O3)CO)O)O)F)N. Drug 2: CC1=C(C(=CC=C1)Cl)NC(=O)C2=CN=C(S2)NC3=CC(=NC(=N3)C)N4CCN(CC4)CCO. Cell line: OVCAR3. Synergy scores: CSS=4.42, Synergy_ZIP=-2.24, Synergy_Bliss=-0.570, Synergy_Loewe=-7.38, Synergy_HSA=-2.92. (3) Drug 1: CC1C(C(=O)NC(C(=O)N2CCCC2C(=O)N(CC(=O)N(C(C(=O)O1)C(C)C)C)C)C(C)C)NC(=O)C3=C4C(=C(C=C3)C)OC5=C(C(=O)C(=C(C5=N4)C(=O)NC6C(OC(=O)C(N(C(=O)CN(C(=O)C7CCCN7C(=O)C(NC6=O)C(C)C)C)C)C(C)C)C)N)C. Drug 2: CCC1(CC2CC(C3=C(CCN(C2)C1)C4=CC=CC=C4N3)(C5=C(C=C6C(=C5)C78CCN9C7C(C=CC9)(C(C(C8N6C)(C(=O)OC)O)OC(=O)C)CC)OC)C(=O)OC)O.OS(=O)(=O)O. Cell line: SW-620. Synergy scores: CSS=13.3, Synergy_ZIP=-3.21, Synergy_Bliss=-5.17, Synergy_Loewe=-8.68, Synergy_HSA=-9.36.